Dataset: Catalyst prediction with 721,799 reactions and 888 catalyst types from USPTO. Task: Predict which catalyst facilitates the given reaction. (1) Reactant: [NH2:1][C:2]1[N:10]=[CH:9][N:8]=[C:7]2[C:3]=1[N:4]=[CH:5][N:6]2[C@H:11]1[C@@H:15]2[O:16][C:17]([CH3:20])([CH3:19])[O:18][C@@H:14]2[C@@H:13]([CH2:21][NH:22][CH:23]2[CH2:26][CH:25]([CH2:27][CH2:28][C:29]([O:31][CH2:32][C:33]3[CH:38]=[CH:37][CH:36]=[CH:35][CH:34]=3)=[O:30])[CH2:24]2)[O:12]1.[BH3-]C#N.[Na+].[CH3:43][C:44](O)=O.CC=O. Product: [NH2:1][C:2]1[N:10]=[CH:9][N:8]=[C:7]2[C:3]=1[N:4]=[CH:5][N:6]2[C@H:11]1[C@@H:15]2[O:16][C:17]([CH3:19])([CH3:20])[O:18][C@@H:14]2[C@@H:13]([CH2:21][N:22]([CH2:43][CH3:44])[CH:23]2[CH2:26][CH:25]([CH2:27][CH2:28][C:29]([O:31][CH2:32][C:33]3[CH:34]=[CH:35][CH:36]=[CH:37][CH:38]=3)=[O:30])[CH2:24]2)[O:12]1. The catalyst class is: 24. (2) Reactant: Br[C:2]1[CH:23]=[CH:22][C:5]2[C:6]3[N:7]([CH:11]=[C:12]([C:14]4[N:18]([CH:19]([CH3:21])[CH3:20])[N:17]=[CH:16][N:15]=4)[N:13]=3)[CH2:8][CH2:9][O:10][C:4]=2[CH:3]=1.[CH3:24][C:25]([N:32]1[CH:36]=[C:35](B2OC(C)(C)C(C)(C)O2)[CH:34]=[N:33]1)([CH3:31])[C:26]([O:28][CH2:29][CH3:30])=[O:27]. The catalyst class is: 45. Product: [CH:19]([N:18]1[C:14]([C:12]2[N:13]=[C:6]3[C:5]4[CH:22]=[CH:23][C:2]([C:35]5[CH:34]=[N:33][N:32]([C:25]([CH3:24])([CH3:31])[C:26]([O:28][CH2:29][CH3:30])=[O:27])[CH:36]=5)=[CH:3][C:4]=4[O:10][CH2:9][CH2:8][N:7]3[CH:11]=2)=[N:15][CH:16]=[N:17]1)([CH3:21])[CH3:20]. (3) The catalyst class is: 34. Reactant: [N:1]1([CH2:6][C:7]2[CH:21]=[CH:20][C:10]([CH2:11][N:12]3[CH:16]=[C:15]([C:17]([OH:19])=O)[CH:14]=[N:13]3)=[CH:9][CH:8]=2)[CH:5]=[CH:4][CH:3]=[N:2]1.[Cl:22][C:23]1[CH:24]=[C:25]([C@H:29]([NH2:31])[CH3:30])[CH:26]=[CH:27][CH:28]=1.CCN(C(C)C)C(C)C.CN(C(ON1N=NC2C=CC=NC1=2)=[N+](C)C)C.F[P-](F)(F)(F)(F)F. Product: [N:1]1([CH2:6][C:7]2[CH:8]=[CH:9][C:10]([CH2:11][N:12]3[CH:16]=[C:15]([C:17]([NH:31][C@@H:29]([C:25]4[CH:26]=[CH:27][CH:28]=[C:23]([Cl:22])[CH:24]=4)[CH3:30])=[O:19])[CH:14]=[N:13]3)=[CH:20][CH:21]=2)[CH:5]=[CH:4][CH:3]=[N:2]1. (4) Reactant: [Cl:1][C:2]1[CH:3]=[CH:4][C:5]([CH:23]=[O:24])=[C:6]2[C:10]=1[N:9]=[C:8]1[N:11]([C:15]3[CH:20]=[CH:19][C:18]([Br:21])=[CH:17][C:16]=3[CH3:22])[CH2:12][CH2:13][CH2:14][N:7]21.[F:25][C:26]([Si](C)(C)C)([F:28])[F:27].[F-].C([N+](CCCC)(CCCC)CCCC)CCC.Cl. Product: [Br:21][C:18]1[CH:19]=[CH:20][C:15]([N:11]2[C:8]3=[N:9][C:10]4[C:2]([Cl:1])=[CH:3][CH:4]=[C:5]([CH:23]([OH:24])[C:26]([F:28])([F:27])[F:25])[C:6]=4[N:7]3[CH2:14][CH2:13][CH2:12]2)=[C:16]([CH3:22])[CH:17]=1. The catalyst class is: 7.